From a dataset of Full USPTO retrosynthesis dataset with 1.9M reactions from patents (1976-2016). Predict the reactants needed to synthesize the given product. The reactants are: C(=O)([O-])[O-].[Cs+].[Cs+].[Cl:7][C:8]1[CH:20]=[CH:19][C:11]([N:12]([CH2:16][CH2:17]I)[CH2:13][CH2:14]I)=[CH:10][CH:9]=1.[Br:21][C:22]1[CH:30]=[C:29]2[C:25]([CH2:26][C:27](=[O:38])[N:28]2C(OC(C)(C)C)=O)=[CH:24][CH:23]=1. Given the product [Br:21][C:22]1[CH:30]=[C:29]2[NH:28][C:27](=[O:38])[C:26]3([CH2:17][CH2:16][N:12]([C:11]4[CH:19]=[CH:20][C:8]([Cl:7])=[CH:9][CH:10]=4)[CH2:13][CH2:14]3)[C:25]2=[CH:24][CH:23]=1, predict the reactants needed to synthesize it.